Dataset: Plasma protein binding rate (PPBR) regression data from AstraZeneca. Task: Regression/Classification. Given a drug SMILES string, predict its absorption, distribution, metabolism, or excretion properties. Task type varies by dataset: regression for continuous measurements (e.g., permeability, clearance, half-life) or binary classification for categorical outcomes (e.g., BBB penetration, CYP inhibition). For this dataset (ppbr_az), we predict Y. (1) The compound is Cc1cnc(-c2c(F)ccc(F)c2CCNC(=O)c2ccc(COCC(F)(F)F)nc2)cn1. The Y is 92.0 %. (2) The compound is CC(C)C[C@H](CO)Nc1nc(S[C@@H](C)c2ccccc2F)nc2nc(N)sc12. The Y is 99.9 %. (3) The drug is CCN(CC)CCNc1ncnc2c1sc1nc(N3CCOCC3)c3c(c12)CCCC3. The Y is 92.2 %. (4) The drug is CCC(CC)NC(=O)c1nnn(-c2ccccc2)c1NS(=O)(=O)c1ccc(C)cc1. The Y is 99.3 %. (5) The compound is CCOC(=O)C(CCc1ccccc1)NC1CCc2ccccc2N(CC(=O)O)C1=O. The Y is 95.9 %. (6) The compound is Cc1cc(Nc2nc(N[C@@H](C)c3ccc(F)cn3)c(C#N)cc2Cl)n[nH]1. The Y is 96.4 %. (7) The drug is COc1ccc(CCN2CCC(Nc3nc4ccccc4n3Cc3ccc(F)cc3)CC2)cc1. The Y is 97.4 %. (8) The drug is N#Cc1ccc(NC(=O)Nc2ccccc2Br)c2nn[nH]c12. The Y is 99.6 %. (9) The molecule is COc1cc(-n2cnc3cc(-c4ccc(Cl)cc4)sc3c2=O)ccc1OC[C@H](OP(=O)(O)O)C1CC1. The Y is 99.4 %.